This data is from Full USPTO retrosynthesis dataset with 1.9M reactions from patents (1976-2016). The task is: Predict the reactants needed to synthesize the given product. (1) Given the product [C:16]([Si:20]([CH3:23])([CH3:22])[O:6][C@H:4]1[C@H:3]2[O:7][CH2:8][C@@H:9]([OH:10])[C@H:2]2[O:1][CH2:5]1)([CH3:19])([CH3:18])[CH3:17], predict the reactants needed to synthesize it. The reactants are: [O:1]1[CH2:5][C@@H:4]([OH:6])[C@H:3]2[O:7][CH2:8][C@@H:9]([OH:10])[C@@H:2]12.N1C=CN=C1.[C:16]([Si:20]([CH3:23])([CH3:22])Cl)([CH3:19])([CH3:18])[CH3:17]. (2) Given the product [CH3:1][N:2]1[CH2:15][CH2:14][C:5]2[N:6]([CH2:25][NH:16][C:17]3[CH:22]=[CH:21][CH:20]=[CH:19][N:18]=3)[C:7]3[CH:8]=[CH:9][C:10]([CH3:13])=[CH:11][C:12]=3[C:4]=2[CH2:3]1, predict the reactants needed to synthesize it. The reactants are: [CH3:1][N:2]1[CH2:15][CH2:14][C:5]2[NH:6][C:7]3[CH:8]=[CH:9][C:10]([CH3:13])=[CH:11][C:12]=3[C:4]=2[CH2:3]1.[NH2:16][C:17]1[CH:22]=[CH:21][CH:20]=[CH:19][N:18]=1.[OH-].[K+].[CH2:25](Cl)Cl.